This data is from Forward reaction prediction with 1.9M reactions from USPTO patents (1976-2016). The task is: Predict the product of the given reaction. (1) Given the reactants [CH3:1][C@H:2]1[C:11]2[N:10]=[C:9]([N:12]3[CH2:17][CH2:16][O:15][CH2:14][C@H:13]3[CH3:18])[CH:8]=[CH:7][C:6]=2[CH2:5][N:4](C(OC(C)(C)C)=O)[CH2:3]1.C(OCC)(=O)C.[ClH:32], predict the reaction product. The product is: [ClH:32].[CH3:1][C@H:2]1[C:11]2[N:10]=[C:9]([N:12]3[CH2:17][CH2:16][O:15][CH2:14][C@H:13]3[CH3:18])[CH:8]=[CH:7][C:6]=2[CH2:5][NH:4][CH2:3]1. (2) Given the reactants [Cl:1][C:2]1[C:10]2[C:9]([C:11]#[N:12])=[CH:8][CH:7]=[CH:6][C:5]=2[NH:4][CH:3]=1, predict the reaction product. The product is: [Cl:1][C:2]1[C:10]2[C:5](=[CH:6][CH:7]=[CH:8][C:9]=2[CH2:11][NH2:12])[NH:4][CH:3]=1. (3) The product is: [C:1]([O:5][C:6]([N:8]1[CH2:13][CH2:12][N:11]([C:14]2[C:19]([CH3:20])=[CH:18][C:17]([C:22]#[N:23])=[CH:16][N:15]=2)[CH2:10][CH2:9]1)=[O:7])([CH3:4])([CH3:3])[CH3:2]. Given the reactants [C:1]([O:5][C:6]([N:8]1[CH2:13][CH2:12][N:11]([C:14]2[C:19]([CH3:20])=[CH:18][C:17](Br)=[CH:16][N:15]=2)[CH2:10][CH2:9]1)=[O:7])([CH3:4])([CH3:3])[CH3:2].[CH3:22][N:23](C=O)C, predict the reaction product.